Dataset: Forward reaction prediction with 1.9M reactions from USPTO patents (1976-2016). Task: Predict the product of the given reaction. Given the reactants [NH:1]1[CH:5]=[C:4]([CH2:6][N:7]2[CH:11]=[C:10]([C:12]([O:14]CC)=[O:13])[CH:9]=[N:8]2)[N:3]=[N:2]1.[OH-].[Li+], predict the reaction product. The product is: [NH:1]1[CH:5]=[C:4]([CH2:6][N:7]2[CH:11]=[C:10]([C:12]([OH:14])=[O:13])[CH:9]=[N:8]2)[N:3]=[N:2]1.